Dataset: Reaction yield outcomes from USPTO patents with 853,638 reactions. Task: Predict the reaction yield, written as a fraction of the theoretical maximum amount of product (1.0 means a 100% yield; for example, 0.34 means a 34% yield). The reactants are [C:1]([O:5][C:6]([N:8]1[CH2:13][CH2:12][CH:11]([OH:14])[CH2:10][CH2:9]1)=[O:7])([CH3:4])([CH3:3])[CH3:2].C[N+]1([O-])CCOCC1. The catalyst is C(Cl)Cl.CCC[N+](CCC)(CCC)CCC.[O-][Ru](=O)(=O)=O. The product is [C:1]([O:5][C:6]([N:8]1[CH2:9][CH2:10][C:11](=[O:14])[CH2:12][CH2:13]1)=[O:7])([CH3:4])([CH3:2])[CH3:3]. The yield is 0.890.